This data is from Forward reaction prediction with 1.9M reactions from USPTO patents (1976-2016). The task is: Predict the product of the given reaction. (1) The product is: [CH3:1][C:2]1([CH3:16])[CH2:11][CH2:10][C:9]2[C:4](=[CH:5][CH:6]=[C:7]([S:12]([NH:17][CH2:18][C:19]([O:21][C:22]([CH3:25])([CH3:24])[CH3:23])=[O:20])(=[O:14])=[O:13])[CH:8]=2)[O:3]1. Given the reactants [CH3:1][C:2]1([CH3:16])[CH2:11][CH2:10][C:9]2[C:4](=[CH:5][CH:6]=[C:7]([S:12](Cl)(=[O:14])=[O:13])[CH:8]=2)[O:3]1.[NH2:17][CH2:18][C:19]([O:21][C:22]([CH3:25])([CH3:24])[CH3:23])=[O:20], predict the reaction product. (2) Given the reactants C([Mg]Cl)(C)C.[Cl:6][C:7]1[CH:8]=[C:9]([CH:12]=[C:13]([O:15][C:16]2[C:21]([Br:22])=[CH:20][CH:19]=[C:18](Br)[C:17]=2[F:24])[CH:14]=1)[C:10]#[N:11].CN([CH:28]=[O:29])C, predict the reaction product. The product is: [Br:22][C:21]1[C:16]([O:15][C:13]2[CH:12]=[C:9]([CH:8]=[C:7]([Cl:6])[CH:14]=2)[C:10]#[N:11])=[C:17]([F:24])[C:18]([CH:28]=[O:29])=[CH:19][CH:20]=1.